This data is from NCI-60 drug combinations with 297,098 pairs across 59 cell lines. The task is: Regression. Given two drug SMILES strings and cell line genomic features, predict the synergy score measuring deviation from expected non-interaction effect. (1) Drug 1: CNC(=O)C1=NC=CC(=C1)OC2=CC=C(C=C2)NC(=O)NC3=CC(=C(C=C3)Cl)C(F)(F)F. Drug 2: C(CC(=O)O)C(=O)CN.Cl. Cell line: DU-145. Synergy scores: CSS=36.4, Synergy_ZIP=-1.66, Synergy_Bliss=-2.06, Synergy_Loewe=-2.72, Synergy_HSA=-3.54. (2) Cell line: A549. Drug 1: CNC(=O)C1=CC=CC=C1SC2=CC3=C(C=C2)C(=NN3)C=CC4=CC=CC=N4. Synergy scores: CSS=25.0, Synergy_ZIP=-4.41, Synergy_Bliss=0.380, Synergy_Loewe=3.04, Synergy_HSA=3.25. Drug 2: CC1=C(C(CCC1)(C)C)C=CC(=CC=CC(=CC(=O)O)C)C. (3) Drug 1: CC(C1=C(C=CC(=C1Cl)F)Cl)OC2=C(N=CC(=C2)C3=CN(N=C3)C4CCNCC4)N. Drug 2: C1CCC(C1)C(CC#N)N2C=C(C=N2)C3=C4C=CNC4=NC=N3. Cell line: EKVX. Synergy scores: CSS=14.1, Synergy_ZIP=2.42, Synergy_Bliss=5.58, Synergy_Loewe=5.30, Synergy_HSA=6.28.